From a dataset of Reaction yield outcomes from USPTO patents with 853,638 reactions. Predict the reaction yield, written as a fraction of the theoretical maximum amount of product (1.0 means a 100% yield; for example, 0.34 means a 34% yield). (1) The reactants are C([O:3][C:4]([C:6]1[CH:7]=[C:8]2[C:13](=[CH:14][CH:15]=1)[NH:12][CH:11]([C:16]1[CH:21]=[CH:20][CH:19]=[C:18]([NH:22][C:23]([CH3:33])([CH3:32])[C:24]([N:26]3[CH2:31][CH2:30][O:29][CH2:28][CH2:27]3)=[O:25])[CH:17]=1)[C:10]([CH3:35])([CH3:34])[CH2:9]2)=[O:5])C.Cl. The catalyst is CO.O1CCCC1.[OH-].[Na+].O. The product is [CH3:33][C:23]([NH:22][C:18]1[CH:17]=[C:16]([CH:11]2[C:10]([CH3:34])([CH3:35])[CH2:9][C:8]3[C:13](=[CH:14][CH:15]=[C:6]([C:4]([OH:5])=[O:3])[CH:7]=3)[NH:12]2)[CH:21]=[CH:20][CH:19]=1)([CH3:32])[C:24]([N:26]1[CH2:27][CH2:28][O:29][CH2:30][CH2:31]1)=[O:25]. The yield is 0.0400. (2) The reactants are [NH:1]1[CH2:6][CH2:5][NH:4][CH2:3][CH2:2]1.Br[C:8]1[S:9][CH:10]=[CH:11][N:12]=1. The catalyst is C(#N)C. The product is [S:9]1[CH:10]=[CH:11][N:12]=[C:8]1[N:1]1[CH2:6][CH2:5][NH:4][CH2:3][CH2:2]1. The yield is 0.250. (3) The reactants are [N:1]([O-:3])=O.[Na+].[O:5]1[C:9]2[CH:10]=[CH:11][C:12]([C:14](=[O:23])[CH2:15][C:16]3[CH:21]=[CH:20][CH:19]=[C:18]([CH3:22])[N:17]=3)=[CH:13][C:8]=2[O:7][CH2:6]1. The catalyst is CC(O)=O.C1COCC1.O. The product is [O:5]1[C:9]2[CH:10]=[CH:11][C:12]([C:14](=[O:23])[C:15]([C:16]3[CH:21]=[CH:20][CH:19]=[C:18]([CH3:22])[N:17]=3)=[N:1][OH:3])=[CH:13][C:8]=2[O:7][CH2:6]1. The yield is 0.810. (4) The reactants are [H-].[Na+].[NH:3]1[CH:7]=[CH:6][N:5]=[N:4]1.N1(O[C:18]2[C:19]3[CH2:27][CH2:26][N:25]([C:28]([C:30]4[CH:35]=[CH:34][CH:33]=[C:32]([C:36]([F:39])([F:38])[F:37])[C:31]=4[Cl:40])=[O:29])[CH2:24][C:20]=3[N:21]=[CH:22][N:23]=2)C2C=CC=CC=2N=N1. The catalyst is CN(C=O)C.O. The product is [N:3]1([C:18]2[C:19]3[CH2:27][CH2:26][N:25]([C:28]([C:30]4[CH:35]=[CH:34][CH:33]=[C:32]([C:36]([F:39])([F:38])[F:37])[C:31]=4[Cl:40])=[O:29])[CH2:24][C:20]=3[N:21]=[CH:22][N:23]=2)[CH:7]=[CH:6][N:5]=[N:4]1. The yield is 0.100. (5) The reactants are Cl.[Cl:2][C:3]1[CH:8]=[C:7]([C:9]2[CH:14]=[CH:13][CH:12]=[C:11]([Cl:15])[CH:10]=2)[N:6]=[C:5]2[CH2:16][CH2:17][CH2:18][C:4]=12.[NH2:19][C:20]1[CH:33]=[CH:32][C:23]([CH2:24][CH:25]([C:29]([NH2:31])=[O:30])[C:26]([NH2:28])=[O:27])=[CH:22][CH:21]=1.C(=O)(O)[O-].[Na+]. The catalyst is Cl.CN1C(=O)CCC1.O. The product is [ClH:2].[Cl:15][C:11]1[CH:10]=[C:9]([C:7]2[N:6]=[C:5]3[CH2:16][CH2:17][CH2:18][C:4]3=[C:3]([NH:19][C:20]3[CH:21]=[CH:22][C:23]([CH2:24][CH:25]([C:26]([NH2:28])=[O:27])[C:29]([NH2:31])=[O:30])=[CH:32][CH:33]=3)[CH:8]=2)[CH:14]=[CH:13][CH:12]=1. The yield is 0.560. (6) The reactants are [CH3:1][C:2]1[CH:3]=[C:4]([S:20]([CH2:23][P:24](=[O:31])([O:28][CH2:29][CH3:30])[O:25][CH2:26][CH3:27])(=[O:22])=[O:21])[CH:5]=[C:6]([CH3:19])[C:7]=1[O:8][Si](C(C)C)(C(C)C)C(C)C.CCCC[N+](CCCC)(CCCC)CCCC.[F-]. The catalyst is C1COCC1. The product is [CH3:19][C:6]1[CH:5]=[C:4]([S:20]([CH2:23][P:24](=[O:31])([O:28][CH2:29][CH3:30])[O:25][CH2:26][CH3:27])(=[O:22])=[O:21])[CH:3]=[C:2]([CH3:1])[C:7]=1[OH:8]. The yield is 1.00.